Task: Predict the reactants needed to synthesize the given product.. Dataset: Full USPTO retrosynthesis dataset with 1.9M reactions from patents (1976-2016) (1) Given the product [CH:42]1([NH:41][C:40](=[O:45])[C:38]2[CH:39]=[C:34]([N:4]3[CH:3]=[CH:2][N:7]=[C:6]([NH:8][C:9]4([C:12]5[CH:32]=[CH:31][CH:30]=[CH:29][C:13]=5[O:14][CH2:15][CH2:16][NH:17][CH3:18])[CH2:11][CH2:10]4)[C:5]3=[O:33])[C:35]([CH3:47])=[C:36]([F:46])[CH:37]=2)[CH2:44][CH2:43]1, predict the reactants needed to synthesize it. The reactants are: Br[C:2]1[N:7]=[C:6]([NH:8][C:9]2([C:12]3[CH:32]=[CH:31][CH:30]=[CH:29][C:13]=3[O:14][CH2:15][CH2:16][N:17](C)[C:18](=O)OCC3C=CC=CC=3)[CH2:11][CH2:10]2)[C:5](=[O:33])[N:4]([C:34]2[CH:39]=[C:38]([C:40](=[O:45])[NH:41][CH:42]3[CH2:44][CH2:43]3)[CH:37]=[C:36]([F:46])[C:35]=2[CH3:47])[CH:3]=1.C([O-])=O.[NH4+]. (2) Given the product [C:1]([C:5]1[NH:6][C:7]2[C:20]3[CH:25]=[CH:24][CH:23]=[N:22][C:21]=3[NH:17][C:11]3[CH:12]=[C:13]([F:16])[CH:14]=[CH:15][C:10]=3[C:8]=2[N:9]=1)([CH3:4])([CH3:2])[CH3:3], predict the reactants needed to synthesize it. The reactants are: [C:1]([C:5]1[NH:6][C:7]([C:20]2[C:21](F)=[N:22][CH:23]=[CH:24][CH:25]=2)=[C:8]([C:10]2[CH:15]=[CH:14][C:13]([F:16])=[CH:12][C:11]=2[N+:17]([O-])=O)[N:9]=1)([CH3:4])([CH3:3])[CH3:2]. (3) Given the product [CH3:7][C:6]1([CH3:8])[CH2:5][O:4][C:3](=[O:9])[CH:2]1[O:1][C:19](=[O:22])[CH:20]=[CH2:21], predict the reactants needed to synthesize it. The reactants are: [OH:1][C@H:2]1[C:6]([CH3:8])([CH3:7])[CH2:5][O:4][C:3]1=[O:9].C(N(C(C)C)CC)(C)C.[C:19](Cl)(=[O:22])[CH:20]=[CH2:21].Cl. (4) The reactants are: [Cl:1][C:2]1[N:6]2[CH:7]=[C:8]([C:15]3[CH:19]=[CH:18][O:17][CH:16]=3)[CH:9]=[C:10]([C:11]([F:14])([F:13])[F:12])[C:5]2=[N:4][C:3]=1[C:20]([N:22]1[CH2:26][CH2:25][CH:24]([C:27]#[N:28])[CH2:23]1)=[O:21].[NH2:29][OH:30]. Given the product [Cl:1][C:2]1[N:6]2[CH:7]=[C:8]([C:15]3[CH:19]=[CH:18][O:17][CH:16]=3)[CH:9]=[C:10]([C:11]([F:14])([F:13])[F:12])[C:5]2=[N:4][C:3]=1[C:20]([N:22]1[CH2:26][CH2:25][CH:24]([C:27]([NH:29][OH:30])=[NH:28])[CH2:23]1)=[O:21], predict the reactants needed to synthesize it.